Dataset: NCI-60 drug combinations with 297,098 pairs across 59 cell lines. Task: Regression. Given two drug SMILES strings and cell line genomic features, predict the synergy score measuring deviation from expected non-interaction effect. (1) Drug 1: CC(C1=C(C=CC(=C1Cl)F)Cl)OC2=C(N=CC(=C2)C3=CN(N=C3)C4CCNCC4)N. Drug 2: C(CC(=O)O)C(=O)CN.Cl. Cell line: RPMI-8226. Synergy scores: CSS=14.0, Synergy_ZIP=-7.78, Synergy_Bliss=-10.4, Synergy_Loewe=-13.4, Synergy_HSA=-14.3. (2) Drug 1: CC1CCC2CC(C(=CC=CC=CC(CC(C(=O)C(C(C(=CC(C(=O)CC(OC(=O)C3CCCCN3C(=O)C(=O)C1(O2)O)C(C)CC4CCC(C(C4)OC)OCCO)C)C)O)OC)C)C)C)OC. Drug 2: C1CNP(=O)(OC1)N(CCCl)CCCl. Cell line: OVCAR-8. Synergy scores: CSS=5.51, Synergy_ZIP=-4.46, Synergy_Bliss=-5.54, Synergy_Loewe=-24.1, Synergy_HSA=-6.48. (3) Drug 1: CN(C)N=NC1=C(NC=N1)C(=O)N. Drug 2: CC1C(C(CC(O1)OC2CC(OC(C2O)C)OC3=CC4=CC5=C(C(=O)C(C(C5)C(C(=O)C(C(C)O)O)OC)OC6CC(C(C(O6)C)O)OC7CC(C(C(O7)C)O)OC8CC(C(C(O8)C)O)(C)O)C(=C4C(=C3C)O)O)O)O. Cell line: OVCAR-8. Synergy scores: CSS=2.12, Synergy_ZIP=0.826, Synergy_Bliss=3.71, Synergy_Loewe=1.22, Synergy_HSA=0.925. (4) Drug 1: C1C(C(OC1N2C=C(C(=O)NC2=O)F)CO)O. Drug 2: CC1CCC2CC(C(=CC=CC=CC(CC(C(=O)C(C(C(=CC(C(=O)CC(OC(=O)C3CCCCN3C(=O)C(=O)C1(O2)O)C(C)CC4CCC(C(C4)OC)OCCO)C)C)O)OC)C)C)C)OC. Cell line: SF-268. Synergy scores: CSS=28.7, Synergy_ZIP=-7.59, Synergy_Bliss=0.844, Synergy_Loewe=1.13, Synergy_HSA=2.69. (5) Drug 1: C1CCN(CC1)CCOC2=CC=C(C=C2)C(=O)C3=C(SC4=C3C=CC(=C4)O)C5=CC=C(C=C5)O. Drug 2: CN(CC1=CN=C2C(=N1)C(=NC(=N2)N)N)C3=CC=C(C=C3)C(=O)NC(CCC(=O)O)C(=O)O. Cell line: UACC-257. Synergy scores: CSS=9.80, Synergy_ZIP=-1.93, Synergy_Bliss=1.08, Synergy_Loewe=-7.19, Synergy_HSA=0.672. (6) Drug 1: CC1=CC2C(CCC3(C2CCC3(C(=O)C)OC(=O)C)C)C4(C1=CC(=O)CC4)C. Drug 2: N.N.Cl[Pt+2]Cl. Cell line: T-47D. Synergy scores: CSS=3.02, Synergy_ZIP=-3.54, Synergy_Bliss=-5.32, Synergy_Loewe=-6.34, Synergy_HSA=-5.94.